Predict the reactants needed to synthesize the given product. From a dataset of Full USPTO retrosynthesis dataset with 1.9M reactions from patents (1976-2016). (1) Given the product [NH2:19][C:18]1[N:17]=[CH:16][N:15]=[C:14]2[N:10]([CH:8]([C:6]3[C:5]([O:21][CH3:22])=[C:4]([C:23]4[CH:28]=[CH:27][C:26]([NH:34][CH2:33][CH2:31][OH:32])=[N:25][CH:24]=4)[C:3]([CH3:30])=[C:2]([Cl:1])[CH:7]=3)[CH3:9])[N:11]=[C:12]([CH3:20])[C:13]=12, predict the reactants needed to synthesize it. The reactants are: [Cl:1][C:2]1[C:3]([CH3:30])=[C:4]([C:23]2[CH:24]=[N:25][C:26](F)=[CH:27][CH:28]=2)[C:5]([O:21][CH3:22])=[C:6]([CH:8]([N:10]2[C:14]3=[N:15][CH:16]=[N:17][C:18]([NH2:19])=[C:13]3[C:12]([CH3:20])=[N:11]2)[CH3:9])[CH:7]=1.[CH2:31]([CH2:33][NH2:34])[OH:32]. (2) Given the product [N:1]1([CH2:7][CH2:8][CH2:9][OH:10])[CH:5]=[CH:4][CH:3]=[N:2]1, predict the reactants needed to synthesize it. The reactants are: [NH:1]1[CH:5]=[CH:4][CH:3]=[N:2]1.Br[CH2:7][CH2:8][CH2:9][OH:10].C(=O)([O-])[O-].[Cs+].[Cs+]. (3) Given the product [CH3:21][O:22][C:23]1[CH:30]=[CH:29][CH:28]=[CH:27][C:24]=1[CH2:25][C:2]1[N:7]=[C:6]([C:8]2[N:17]=[CH:16][C:15]3[CH2:14][CH2:13][C:12]([CH3:19])([CH3:18])[CH2:11][C:10]=3[N:9]=2)[CH:5]=[CH:4][CH:3]=1, predict the reactants needed to synthesize it. The reactants are: Br[C:2]1[N:7]=[C:6]([C:8]2[N:17]=[CH:16][C:15]3[CH2:14][CH2:13][C:12]([CH3:19])([CH3:18])[CH2:11][C:10]=3[N:9]=2)[CH:5]=[CH:4][CH:3]=1.[Cl-].[CH3:21][O:22][C:23]1[CH:30]=[CH:29][CH:28]=[CH:27][C:24]=1[CH2:25][Zn+]. (4) Given the product [Br:19][CH2:20][CH2:21][O:14][C:11]1[CH:12]=[CH:13][C:8]([C:5]2[S:6][CH:7]=[C:3]([CH2:1][CH3:2])[N:4]=2)=[CH:9][C:10]=1[CH2:15][CH2:16][CH3:17], predict the reactants needed to synthesize it. The reactants are: [CH2:1]([C:3]1[N:4]=[C:5]([C:8]2[CH:13]=[CH:12][C:11]([OH:14])=[C:10]([CH2:15][CH2:16][CH3:17])[CH:9]=2)[S:6][CH:7]=1)[CH3:2].O.[Br:19][CH2:20][CH2:21]Br. (5) Given the product [NH2:1][C:2]1[C:11]2[CH:10]=[CH:9][CH:8]=[C:7]([C:22]3[CH:23]=[CH:24][CH:25]=[C:26]([CH3:27])[C:21]=3[CH3:20])[C:6]=2[N:5]=[C:4]2[CH2:13][N:14]([CH2:17][CH2:18][CH3:19])[C:15](=[O:16])[C:3]=12, predict the reactants needed to synthesize it. The reactants are: [NH2:1][C:2]1[C:11]2[CH:10]=[CH:9][CH:8]=[C:7](Br)[C:6]=2[N:5]=[C:4]2[CH2:13][N:14]([CH2:17][CH2:18][CH3:19])[C:15](=[O:16])[C:3]=12.[CH3:20][C:21]1[C:26]([CH3:27])=[CH:25][CH:24]=[CH:23][C:22]=1B(O)O.